This data is from Experimentally validated miRNA-target interactions with 360,000+ pairs, plus equal number of negative samples. The task is: Binary Classification. Given a miRNA mature sequence and a target amino acid sequence, predict their likelihood of interaction. (1) The miRNA is hsa-miR-6772-3p with sequence UUGCUCCUGACUCUGUGCCCACA. The protein sequence of the target gene is MALVHKLLRGTYFLRKFSKPTSALYPFLGIRFAEYSSSLQKPVASPGKASSQRKTEGDLQGDHQKEVALDITSSEEKPDVSFDKAIRDEAIYHFRLLKDEIVDHWRGPEGHPLHEVLLEQAKVVWQFRGKEDLDKWTVTSDKTIGGRSEVFLKMGKNNQSALLYGTLSSEAPQDGESTRSGYCAMISRIPRGAFERKMSYDWSQFNTLYLRVRGDGRPWMVNIKEDTDFFQRTNQMYSYFMFTRGGPYWQEVKIPFSKFFFSNRGRIRDVQHELPLDKISSIGFTLADKVDGPFFLEIDF.... Result: 0 (no interaction). (2) The miRNA is mmu-miR-9-5p with sequence UCUUUGGUUAUCUAGCUGUAUGA. The protein sequence of the target gene is MLQRCGRRLLLALVGALLACLLVLTADPPPTPMPAERGRRALRSLAGSSGGAPASGSRAAVDPGVLTREVHSLSEYFSLLTRARRDADPPPGVASRQGDGHPRPPAEVLSPRDVFIAVKTTRKFHRARLDLLFETWISRHKEMTFIFTDGEDEALAKLTGNVVLTNCSSAHSRQALSCKMAVEYDRFIESGKKWFCHVDDDNYVNLRALLRLLASYPHTQDVYIGKPSLDRPIQATERISEHKVRPVHFWFATGGAGFCISRGLALKMGPWASGGHFMSTAERIRLPDDCTIGYIVEALL.... Result: 1 (interaction). (3) The miRNA is hsa-miR-335-3p with sequence UUUUUCAUUAUUGCUCCUGACC. The protein sequence of the target gene is MQLEIQVALNFIISYLYNKLPRRRVNIFGEELERLLKKKYEGHWYPEKPYKGSGFRCIHIGEKVDPVIEQASKESGLDIDDVRGNLPQDLSVWIDPFEVSYQIGEKGPVKVLYVDDNNENGCELDKEIKNSFNPEAQVFMPISDPASSVSSSPSPPFGHSAAVSPTFMPRSTQPLTFTTATFAATKFGSTKMKNSGRSNKVARTSPINLGLNVNDLLKQKAISSSMHSLYGLGLGSQQQPQQQQQPAQPPPPPPPPQQQQQQKTSALSPNAKEFIFPNMQGQGSSTNGMFPGDSPLNLSP.... Result: 1 (interaction). (4) The miRNA is hsa-miR-617 with sequence AGACUUCCCAUUUGAAGGUGGC. The protein sequence of the target gene is MATQVEPLLPGGATLLQAEEHGGLVRKKPPPAPEGKGEPGPNDVRGGEPDGSARRPRPPCAKPHKEGTGQQERESPRPLQLPGAEGPAISDGEEGGGEPGAGGGAAGAAGAGRRDFVEAPPPKVNPWTKNALPPVLTTVNGQSPPEHSAPAKVVRAAVPKQRKGSKVGDFGDAINWPTPGEIAHKSVQPQSHKPQPTRKLPPKKDMKEQEKGEGSDSKESPKTKSDESGEEKNGDEDCQRGGQKKKGNKHKWVPLQIDMKPEVPREKLASRPTRPPEPRHIPANRGEIKGSESATYVPVA.... Result: 0 (no interaction).